The task is: Predict which catalyst facilitates the given reaction.. This data is from Catalyst prediction with 721,799 reactions and 888 catalyst types from USPTO. Reactant: C(=O)([O-])[O-].[K+].[K+].[CH2:7](Br)[C:8]1[CH:13]=[CH:12][CH:11]=[CH:10][CH:9]=1.[Br:15][C:16]1[CH:21]=[CH:20][CH:19]=[CH:18][C:17]=1[OH:22]. Product: [CH2:7]([O:22][C:17]1[CH:18]=[CH:19][CH:20]=[CH:21][C:16]=1[Br:15])[C:8]1[CH:13]=[CH:12][CH:11]=[CH:10][CH:9]=1. The catalyst class is: 3.